This data is from Full USPTO retrosynthesis dataset with 1.9M reactions from patents (1976-2016). The task is: Predict the reactants needed to synthesize the given product. Given the product [CH2:1]([O:3][C:4](=[O:32])[CH2:5][CH:6]([C:8]1[N:9]=[CH:10][N:11]([C:13]([C:14]2[CH:15]=[CH:16][CH:17]=[CH:18][CH:19]=2)([C:26]2[CH:27]=[CH:28][CH:29]=[CH:30][CH:31]=2)[C:20]2[CH:25]=[CH:24][CH:23]=[CH:22][CH:21]=2)[CH:12]=1)[CH3:7])[CH3:2], predict the reactants needed to synthesize it. The reactants are: [CH2:1]([O:3][C:4](=[O:32])[CH:5]=[C:6]([C:8]1[N:9]=[CH:10][N:11]([C:13]([C:26]2[CH:31]=[CH:30][CH:29]=[CH:28][CH:27]=2)([C:20]2[CH:25]=[CH:24][CH:23]=[CH:22][CH:21]=2)[C:14]2[CH:19]=[CH:18][CH:17]=[CH:16][CH:15]=2)[CH:12]=1)[CH3:7])[CH3:2].